From a dataset of Full USPTO retrosynthesis dataset with 1.9M reactions from patents (1976-2016). Predict the reactants needed to synthesize the given product. Given the product [CH3:29][C:23]1[CH:24]=[CH:25][CH:26]=[C:27]([CH3:28])[C:22]=1[C:21]1[C:15]2[O:14][CH:13]([CH2:12][NH:32][CH3:31])[CH2:17][C:16]=2[CH:18]=[C:19]([F:30])[CH:20]=1, predict the reactants needed to synthesize it. The reactants are: CC1C=CC(S(O[CH2:12][CH:13]2[CH2:17][C:16]3[CH:18]=[C:19]([F:30])[CH:20]=[C:21]([C:22]4[C:27]([CH3:28])=[CH:26][CH:25]=[CH:24][C:23]=4[CH3:29])[C:15]=3[O:14]2)(=O)=O)=CC=1.[CH3:31][NH2:32].